This data is from Catalyst prediction with 721,799 reactions and 888 catalyst types from USPTO. The task is: Predict which catalyst facilitates the given reaction. (1) Reactant: Br[C:2]1[CH:7]=[CH:6][C:5]([N:8]=[N:9][N:10]2[CH2:14][CH2:13][CH2:12][CH2:11]2)=[CH:4][CH:3]=1.[Li]CCCC.[O:20]1[CH2:23][C:22](=[O:24])[CH2:21]1. Product: [N:10]1([N:9]=[N:8][C:5]2[CH:6]=[CH:7][C:2]([C:22]3([OH:24])[CH2:23][O:20][CH2:21]3)=[CH:3][CH:4]=2)[CH2:14][CH2:13][CH2:12][CH2:11]1. The catalyst class is: 1. (2) Reactant: OC(C(F)(F)F)=O.[NH2:8][C@H:9]([CH2:28][F:29])[C@@H:10]([C:12]1[CH:17]=[CH:16][C:15]([S:18]([CH3:27])(=[N:20][C:21](=[O:26])[C:22]([F:25])([F:24])[F:23])=[O:19])=[CH:14][CH:13]=1)[OH:11].C([O:32][C:33](=O)[CH:34]([Cl:36])[Cl:35])C. Product: [Cl:35][CH:34]([Cl:36])[C:33]([NH:8][C@H:9]([CH2:28][F:29])[C@H:10]([OH:11])[C:12]1[CH:13]=[CH:14][C:15]([S:18]([CH3:27])(=[N:20][C:21](=[O:26])[C:22]([F:24])([F:25])[F:23])=[O:19])=[CH:16][CH:17]=1)=[O:32]. The catalyst class is: 5. (3) Reactant: [C:1]([O:5][C:6]([O:8]C(OC(C)(C)C)=O)=O)([CH3:4])([CH3:3])[CH3:2].[CH3:16][NH:17][NH2:18].CO.ClCCl. The catalyst class is: 5. Product: [C:1]([O:5][C:6]([N:17]([CH3:16])[NH2:18])=[O:8])([CH3:4])([CH3:3])[CH3:2]. (4) Reactant: [CH2:1]([N:8]1[CH2:15][CH:14]2[CH2:16][CH:10]([CH2:11][NH:12][CH2:13]2)[CH2:9]1)[C:2]1[CH:7]=[CH:6][CH:5]=[CH:4][CH:3]=1.[CH2:17]([N:19]=[C:20]=[O:21])[CH3:18]. Product: [CH2:1]([N:8]1[CH2:9][CH:10]2[CH2:16][CH:14]([CH2:13][N:12]([C:20]([NH:19][CH2:17][CH3:18])=[O:21])[CH2:11]2)[CH2:15]1)[C:2]1[CH:7]=[CH:6][CH:5]=[CH:4][CH:3]=1. The catalyst class is: 2. (5) Reactant: [Cl:1][C:2]1[N:7]=[C:6](Cl)[CH:5]=[C:4]([C:9]2[CH:10]=[N:11][N:12]([CH3:14])[CH:13]=2)[N:3]=1.CCN(C(C)C)C(C)C.[OH:24][CH:25]1[CH2:30][CH2:29][NH:28][CH2:27][CH2:26]1. Product: [ClH:1].[Cl:1][C:2]1[N:7]=[C:6]([N:28]2[CH2:29][CH2:30][CH:25]([OH:24])[CH2:26][CH2:27]2)[CH:5]=[C:4]([C:9]2[CH:10]=[N:11][N:12]([CH3:14])[CH:13]=2)[N:3]=1. The catalyst class is: 5. (6) Reactant: Cl.O1[C:6]2([CH2:11][CH2:10][CH:9]([O:12][CH2:13][C:14]3[C:15]([C:22]4[C:27]([Cl:28])=[CH:26][CH:25]=[CH:24][C:23]=4[Cl:29])=[N:16][O:17][C:18]=3[CH:19]3[CH2:21][CH2:20]3)[CH2:8][CH2:7]2)[O:5]CC1.C([O-])(O)=O.[Na+]. Product: [CH:19]1([C:18]2[O:17][N:16]=[C:15]([C:22]3[C:23]([Cl:29])=[CH:24][CH:25]=[CH:26][C:27]=3[Cl:28])[C:14]=2[CH2:13][O:12][CH:9]2[CH2:10][CH2:11][C:6](=[O:5])[CH2:7][CH2:8]2)[CH2:21][CH2:20]1. The catalyst class is: 21. (7) Reactant: [CH3:1][N:2]1[CH2:6][CH2:5][CH2:4][C@H:3]1[CH2:7][N:8]1[C:16]2[C:11](=[CH:12][C:13]([NH2:17])=[CH:14][CH:15]=2)[CH:10]=[CH:9]1.I.CS[C:21]([C:23]1[S:24][CH:25]=[CH:26][CH:27]=1)=[NH:22]. Product: [NH3:2].[CH3:1][N:2]1[CH2:6][CH2:5][CH2:4][C@H:3]1[CH2:7][N:8]1[C:16]2[C:11](=[CH:12][C:13]([NH:17][C:21]([C:23]3[S:24][CH:25]=[CH:26][CH:27]=3)=[NH:22])=[CH:14][CH:15]=2)[CH:10]=[CH:9]1. The catalyst class is: 8. (8) The catalyst class is: 4. Product: [Cl:18][CH2:13][C:5]1[CH:4]=[C:3]([N:2]([CH3:15])[CH3:1])[CH:8]=[C:7]([C:9]([F:12])([F:11])[F:10])[CH:6]=1. Reactant: [CH3:1][N:2]([CH3:15])[C:3]1[CH:4]=[C:5]([CH2:13]O)[CH:6]=[C:7]([C:9]([F:12])([F:11])[F:10])[CH:8]=1.S(Cl)([Cl:18])=O.C([O-])(O)=O.[Na+]. (9) The catalyst class is: 22. Reactant: [F:1][C:2]1[CH:24]=[CH:23][CH:22]=[CH:21][C:3]=1[O:4][C:5]1[C:18](=[O:19])[N:17]([CH3:20])[C:8]2[N:9]=[C:10](S(C)(=O)=O)[N:11]=[CH:12][C:7]=2[CH:6]=1.[NH2:25][CH2:26][CH2:27][CH2:28][N:29]1[CH2:33][CH2:32][CH2:31][C:30]1=[O:34]. Product: [F:1][C:2]1[CH:24]=[CH:23][CH:22]=[CH:21][C:3]=1[O:4][C:5]1[C:18](=[O:19])[N:17]([CH3:20])[C:8]2[N:9]=[C:10]([NH:25][CH2:26][CH2:27][CH2:28][N:29]3[CH2:33][CH2:32][CH2:31][C:30]3=[O:34])[N:11]=[CH:12][C:7]=2[CH:6]=1.